From a dataset of Full USPTO retrosynthesis dataset with 1.9M reactions from patents (1976-2016). Predict the reactants needed to synthesize the given product. (1) Given the product [Cl:1][C:2]1[CH:3]=[C:4]2[C:9](=[CH:10][CH:11]=1)[CH:8]=[C:7]([S:12][CH2:13][C@@H:14]([OH:19])[C:15]([OH:17])=[O:16])[CH:6]=[CH:5]2, predict the reactants needed to synthesize it. The reactants are: [Cl:1][C:2]1[CH:3]=[C:4]2[C:9](=[CH:10][CH:11]=1)[CH:8]=[C:7]([S:12][CH2:13][C@@H:14]([OH:19])[C:15]([O:17]C)=[O:16])[CH:6]=[CH:5]2.[OH-].[Na+]. (2) Given the product [Cl:9][C:3]1[C:2]([C:12]2([OH:14])[CH2:13][O:10][CH2:11]2)=[CH:7][CH:6]=[C:5]([CH3:8])[N:4]=1, predict the reactants needed to synthesize it. The reactants are: Br[C:2]1[C:3]([Cl:9])=[N:4][C:5]([CH3:8])=[CH:6][CH:7]=1.[O:10]1[CH2:13][C:12](=[O:14])[CH2:11]1. (3) Given the product [CH2:17]([CH:21]1[CH2:22][CH:23]2[N:28]([CH2:2][C@@H:3]([CH3:16])[CH2:4][N:5]3[C:10]4[CH:11]=[CH:12][CH:13]=[CH:14][C:9]=4[O:8][CH2:7][C:6]3=[O:15])[CH:26]([CH2:25][CH2:24]2)[CH2:27]1)[CH2:18][CH2:19][CH3:20], predict the reactants needed to synthesize it. The reactants are: I[CH2:2][C@@H:3]([CH3:16])[CH2:4][N:5]1[C:10]2[CH:11]=[CH:12][CH:13]=[CH:14][C:9]=2[O:8][CH2:7][C:6]1=[O:15].[CH2:17]([CH:21]1[CH2:27][CH:26]2[NH:28][CH:23]([CH2:24][CH2:25]2)[CH2:22]1)[CH2:18][CH2:19][CH3:20]. (4) Given the product [CH3:66][CH:65]([CH3:67])[C@:64]([C:69]([NH:37][C@H:36]([C:35]([N:34]([C@@H:29]([C@@H:30]([CH3:33])[CH2:31][CH3:32])[C@H:28]([O:43][CH3:44])[CH2:27][C:26]([N:22]1[CH2:23][CH2:24][CH2:25][C@H:21]1[C@H:3]([O:2][CH3:1])[C@@H:4]([CH3:20])[C:5]([NH:7][C@@H:8]([CH2:9][C:10]1[CH:11]=[CH:12][CH:13]=[CH:14][CH:15]=1)[C:16]([O:18][CH3:19])=[O:17])=[O:6])=[O:45])[CH3:42])=[O:41])[CH:38]([CH3:39])[CH3:40])=[O:70])([CH3:68])[NH2:63], predict the reactants needed to synthesize it. The reactants are: [CH3:1][O:2][C@@H:3]([C@@H:21]1[CH2:25][CH2:24][CH2:23][N:22]1[C:26](=[O:45])[CH2:27][C@@H:28]([O:43][CH3:44])[C@@H:29]([N:34]([CH3:42])[C:35](=[O:41])[C@H:36]([CH:38]([CH3:40])[CH3:39])[NH2:37])[C@@H:30]([CH3:33])[CH2:31][CH3:32])[C@@H:4]([CH3:20])[C:5]([NH:7][C@H:8]([C:16]([O:18][CH3:19])=[O:17])[CH2:9][C:10]1[CH:15]=[CH:14][CH:13]=[CH:12][CH:11]=1)=[O:6].C1C2C(COC([NH:63][C@@:64]([C:69](O)=[O:70])([CH3:68])[CH:65]([CH3:67])[CH3:66])=O)C3C(=CC=CC=3)C=2C=CC=1.CCN(C(C)C)C(C)C.CN(C(ON1N=NC2C=CC=NC1=2)=[N+](C)C)C.F[P-](F)(F)(F)(F)F.C(NCC)C. (5) Given the product [CH3:1][O:2][C:3]1[CH:8]=[CH:7][C:6](/[CH:9]=[CH:10]/[CH2:11][OH:12])=[CH:5][C:4]=1[O:16][CH2:17][O:18][CH3:19], predict the reactants needed to synthesize it. The reactants are: [CH3:1][O:2][C:3]1[CH:8]=[CH:7][C:6](/[CH:9]=[CH:10]/[C:11](OCC)=[O:12])=[CH:5][C:4]=1[O:16][CH2:17][O:18][CH3:19].[OH-].[Na+]. (6) Given the product [Cl:1][C:2]1[CH:10]=[CH:9][C:8]([SH:11](=[O:13])=[O:12])=[CH:7][C:3]=1[C:4]([OH:6])=[O:5], predict the reactants needed to synthesize it. The reactants are: [Cl:1][C:2]1[CH:10]=[CH:9][C:8]([S:11](Cl)(=[O:13])=[O:12])=[CH:7][C:3]=1[C:4]([OH:6])=[O:5].S([O-])([O-])=O.[Na+].[Na+].[OH-].[Na+].Cl. (7) Given the product [CH3:20][C:16]1[CH:15]=[C:14]([NH:13][C:10]2[S:11][CH:12]=[C:8]([C:6]3[CH:5]=[CH:4][N:3]=[C:2]([N:21]4[CH2:26][CH2:25][O:24][CH2:23][CH2:22]4)[CH:7]=3)[N:9]=2)[CH:19]=[CH:18][CH:17]=1, predict the reactants needed to synthesize it. The reactants are: Br[C:2]1[CH:7]=[C:6]([C:8]2[N:9]=[C:10]([NH:13][C:14]3[CH:19]=[CH:18][CH:17]=[C:16]([CH3:20])[CH:15]=3)[S:11][CH:12]=2)[CH:5]=[CH:4][N:3]=1.[NH:21]1[CH2:26][CH2:25][O:24][CH2:23][CH2:22]1. (8) Given the product [CH3:22][O:23][C:24]1[CH:25]=[C:26]([CH:32]=[C:33]([O:35][CH3:36])[CH:34]=1)[O:27][C@H:28]1[C@:12]2([C:13]3[CH:18]=[CH:17][CH:16]=[CH:15][CH:14]=3)[C:6]3[CH:5]=[CH:4][C:3]([O:2][CH3:1])=[CH:21][C:7]=3[N:8]([CH3:20])[C:9](=[O:19])[CH2:10][N:11]2[C:29]1=[O:30], predict the reactants needed to synthesize it. The reactants are: [CH3:1][O:2][C:3]1[CH:4]=[CH:5][C:6]2[C:12]([C:13]3[CH:18]=[CH:17][CH:16]=[CH:15][CH:14]=3)=[N:11][CH2:10][C:9](=[O:19])[N:8]([CH3:20])[C:7]=2[CH:21]=1.[CH3:22][O:23][C:24]1[CH:25]=[C:26]([CH:32]=[C:33]([O:35][CH3:36])[CH:34]=1)[O:27][CH2:28][C:29](O)=[O:30].